This data is from Full USPTO retrosynthesis dataset with 1.9M reactions from patents (1976-2016). The task is: Predict the reactants needed to synthesize the given product. (1) Given the product [Cl:1][C:2]1[C:7]([CH3:8])=[CH:6][C:5]([NH:9][C:10]2[C:15]([C:16]([N:18]3[CH2:23][CH2:22][CH:21]([C:24]4[CH:29]=[CH:28][C:27]([F:30])=[CH:26][CH:25]=4)[CH2:20][CH2:19]3)=[O:17])=[CH:14][N:13]=[C:12]([S:31]([NH:34][C:40](=[O:41])[NH:39][CH:36]([CH3:38])[CH3:37])(=[O:32])=[O:33])[CH:11]=2)=[C:4]([CH3:35])[CH:3]=1, predict the reactants needed to synthesize it. The reactants are: [Cl:1][C:2]1[C:7]([CH3:8])=[CH:6][C:5]([NH:9][C:10]2[C:15]([C:16]([N:18]3[CH2:23][CH2:22][CH:21]([C:24]4[CH:29]=[CH:28][C:27]([F:30])=[CH:26][CH:25]=4)[CH2:20][CH2:19]3)=[O:17])=[CH:14][N:13]=[C:12]([S:31]([NH2:34])(=[O:33])=[O:32])[CH:11]=2)=[C:4]([CH3:35])[CH:3]=1.[CH:36]([N:39]=[C:40]=[O:41])([CH3:38])[CH3:37]. (2) Given the product [CH3:1][O:2][C:3]([C:4]1[CH:16]=[C:15]([C:21]2[CH:22]=[CH:23][CH:24]=[CH:25][C:20]=2[F:19])[CH:14]=[C:6]([C:7](=[O:8])[N:9]([CH3:13])[CH2:10][CH2:11][CH3:12])[CH:5]=1)=[O:18], predict the reactants needed to synthesize it. The reactants are: [CH3:1][O:2][C:3](=[O:18])[C:4]1[CH:16]=[C:15](I)[CH:14]=[C:6]([C:7]([N:9]([CH3:13])[CH2:10][CH2:11][CH3:12])=[O:8])[CH:5]=1.[F:19][C:20]1[CH:25]=[CH:24][CH:23]=[CH:22][C:21]=1B(O)O.C(=O)([O-])[O-].[K+].[K+].